From a dataset of Reaction yield outcomes from USPTO patents with 853,638 reactions. Predict the reaction yield, written as a fraction of the theoretical maximum amount of product (1.0 means a 100% yield; for example, 0.34 means a 34% yield). (1) The reactants are C([O:8][C:9]1[CH:10]=[CH:11][C:12]([C:15]2[NH:16][C:17]([CH:20]([C:28]3[CH:33]=[CH:32][C:31]([S:34]([CH:37]4[CH2:39][CH2:38]4)(=[O:36])=[O:35])=[CH:30][CH:29]=3)[CH2:21][CH:22]3[CH2:27][CH2:26][O:25][CH2:24][CH2:23]3)=[CH:18][CH:19]=2)=[N:13][CH:14]=1)C1C=CC=CC=1.C(O)C. The catalyst is [C].[Pd].O1CCCC1. The product is [CH:37]1([S:34]([C:31]2[CH:32]=[CH:33][C:28]([CH:20]([C:17]3[NH:16][C:15]([C:12]4[N:13]=[CH:14][C:9]([OH:8])=[CH:10][CH:11]=4)=[CH:19][CH:18]=3)[CH2:21][CH:22]3[CH2:27][CH2:26][O:25][CH2:24][CH2:23]3)=[CH:29][CH:30]=2)(=[O:36])=[O:35])[CH2:39][CH2:38]1. The yield is 0.990. (2) The reactants are [CH2:1]=[C:2]([Mg]Br)[CH3:3].[Cl:6][C:7]1[C:8]([F:16])=[C:9]([C:12]([F:15])=[CH:13][CH:14]=1)[CH:10]=[O:11]. The catalyst is C1COCC1. The product is [Cl:6][C:7]1[C:8]([F:16])=[C:9]([CH:10]([OH:11])[C:2]([CH3:3])=[CH2:1])[C:12]([F:15])=[CH:13][CH:14]=1. The yield is 0.520. (3) The reactants are [Br:1][C:2]1[CH:8]=[C:7]([F:9])[CH:6]=[CH:5][C:3]=1[NH2:4].Cl.N([O-])=O.[Na+].[N-:15]=[N+:16]=[N-].[Na+]. The catalyst is O. The product is [N:4]([C:3]1[CH:5]=[CH:6][C:7]([F:9])=[CH:8][C:2]=1[Br:1])=[N+:15]=[N-:16]. The yield is 0.880. (4) The reactants are Cl[C:2]1[N:7]=[C:6]([S:8][CH2:9][CH3:10])[C:5]([C:11]([O:13][CH3:14])=[O:12])=[C:4]([C:15]([F:18])([F:17])[F:16])[CH:3]=1.C(SC1C(C(OC)=O)=C(C(F)(F)F)C=C(SCC)N=1)C.[NH:39]1[CH2:44][CH2:43][O:42][CH2:41][CH2:40]1.CCN(C(C)C)C(C)C. The catalyst is CC#N.O.CCOC(C)=O. The product is [CH2:9]([S:8][C:6]1[C:5]([C:11]([O:13][CH3:14])=[O:12])=[C:4]([C:15]([F:18])([F:17])[F:16])[CH:3]=[C:2]([N:39]2[CH2:44][CH2:43][O:42][CH2:41][CH2:40]2)[N:7]=1)[CH3:10]. The yield is 0.160. (5) The reactants are [Cl:1][C:2]1[CH:8]=[CH:7][C:5](N)=[C:4]([C:9]2[CH:14]=[C:13]([O:15][CH3:16])[N:12]=[CH:11][N:10]=2)[C:3]=1[F:17].CC1C=CC(S(O)(=O)=O)=CC=1.O.N([O-])=O.[Na+].[Na+].[I-:35]. The catalyst is CC#N.O. The product is [Cl:1][C:2]1[C:3]([F:17])=[C:4]([C:9]2[CH:14]=[C:13]([O:15][CH3:16])[N:12]=[CH:11][N:10]=2)[C:5]([I:35])=[CH:7][CH:8]=1. The yield is 0.760. (6) The product is [C:1]([C:5]1[CH:6]=[C:7]2[C:12](=[C:13]([F:15])[CH:14]=1)[C:11](=[O:16])[N:10]([C:17]1[C:18]([CH2:19][OH:20])=[C:21]([C:25]3[CH:30]=[C:29]([NH:31][C:32]4[CH:37]=[CH:36][N:35]=[C:34]([CH3:38])[N:33]=4)[C:28](=[O:39])[N:27]([CH3:40])[CH:26]=3)[CH:22]=[CH:23][N:24]=1)[N:9]=[CH:8]2)([CH3:4])([CH3:2])[CH3:3]. The reactants are [C:1]([C:5]1[CH:6]=[C:7]2[C:12](=[C:13]([F:15])[CH:14]=1)[C:11](=[O:16])[N:10]([C:17]1[N:24]=[CH:23][CH:22]=[C:21]([C:25]3[CH:30]=[C:29]([NH:31][C:32]4[CH:37]=[CH:36][N:35]=[C:34]([CH3:38])[N:33]=4)[C:28](=[O:39])[N:27]([CH3:40])[CH:26]=3)[C:18]=1[CH:19]=[O:20])[N:9]=[CH:8]2)([CH3:4])([CH3:3])[CH3:2].[BH4-].[Na+]. The catalyst is CO. The yield is 0.150. (7) The reactants are [Cl:1][C:2]1[CH:7]=[CH:6][C:5](I)=[CH:4][N:3]=1.C([Li])CCC.[CH3:14][OH:15]. The catalyst is C(OCC)C. The product is [Cl:1][C:2]1[N:3]=[CH:4][C:5]([CH:14]=[O:15])=[CH:6][CH:7]=1. The yield is 0.620.